Dataset: NCI-60 drug combinations with 297,098 pairs across 59 cell lines. Task: Regression. Given two drug SMILES strings and cell line genomic features, predict the synergy score measuring deviation from expected non-interaction effect. Drug 1: CS(=O)(=O)C1=CC(=C(C=C1)C(=O)NC2=CC(=C(C=C2)Cl)C3=CC=CC=N3)Cl. Drug 2: C(CC(=O)O)C(=O)CN.Cl. Cell line: UACC62. Synergy scores: CSS=3.78, Synergy_ZIP=-1.37, Synergy_Bliss=-1.23, Synergy_Loewe=-1.16, Synergy_HSA=-1.51.